This data is from Full USPTO retrosynthesis dataset with 1.9M reactions from patents (1976-2016). The task is: Predict the reactants needed to synthesize the given product. (1) Given the product [CH2:9]([O:8][C:6](=[O:7])[CH:5]([NH:11][C:12]([C:14]1[CH:19]=[CH:18][C:17]([NH:33][C:36]([O:59][C:55]([CH3:58])([CH3:57])[CH3:56])=[O:45])=[CH:16][N:15]=1)=[O:13])[C:4]([O:3][CH2:1][CH3:2])=[O:30])[CH3:10], predict the reactants needed to synthesize it. The reactants are: [CH2:1]([O:3][C:4](=[O:30])[CH:5]([NH:11][C:12]([C:14]1[CH:19]=[CH:18][C:17](C(OCC2C=CC=CC=2)=O)=[CH:16][N:15]=1)=[O:13])[C:6]([O:8][CH2:9][CH3:10])=[O:7])[CH3:2].C([N:33]([CH2:36]C)CC)C.C1(P(N=[N+]=[N-])(C2C=CC=CC=2)=[O:45])C=CC=CC=1.[C:55]([OH:59])([CH3:58])([CH3:57])[CH3:56]. (2) The reactants are: C1(P(C2C=CC=CC=2)C2C=CC=CC=2)C=CC=CC=1.[I:20]I.N1C=CC=CC=1.O[CH2:29][CH:30]1[CH2:35][CH2:34][N:33]([C:36]([O:38][C:39]([CH3:42])([CH3:41])[CH3:40])=[O:37])[CH2:32][CH2:31]1. Given the product [I:20][CH2:29][CH:30]1[CH2:35][CH2:34][N:33]([C:36]([O:38][C:39]([CH3:42])([CH3:41])[CH3:40])=[O:37])[CH2:32][CH2:31]1, predict the reactants needed to synthesize it. (3) Given the product [CH3:20][C:11]1([C:14]2[CH:19]=[CH:18][CH:17]=[CH:16][CH:15]=2)[O:10][C:9](=[O:21])[N:8]([C:4]2[CH:5]=[CH:6][CH:7]=[C:2]([C:25]3[CH:26]=[CH:27][N:22]=[CH:23][CH:24]=3)[CH:3]=2)[CH2:13][CH2:12]1, predict the reactants needed to synthesize it. The reactants are: Br[C:2]1[CH:3]=[C:4]([N:8]2[CH2:13][CH2:12][C:11]([CH3:20])([C:14]3[CH:19]=[CH:18][CH:17]=[CH:16][CH:15]=3)[O:10][C:9]2=[O:21])[CH:5]=[CH:6][CH:7]=1.[N:22]1[CH:27]=[CH:26][C:25](B(O)O)=[CH:24][CH:23]=1.